From a dataset of CYP3A4 inhibition data for predicting drug metabolism from PubChem BioAssay. Regression/Classification. Given a drug SMILES string, predict its absorption, distribution, metabolism, or excretion properties. Task type varies by dataset: regression for continuous measurements (e.g., permeability, clearance, half-life) or binary classification for categorical outcomes (e.g., BBB penetration, CYP inhibition). Dataset: cyp3a4_veith. The compound is CN(C)c1ccc(-c2cncnc2-n2ccnc2)cc1. The result is 1 (inhibitor).